This data is from Forward reaction prediction with 1.9M reactions from USPTO patents (1976-2016). The task is: Predict the product of the given reaction. (1) The product is: [F:1][C:2]1[CH:3]=[C:4]([CH:8]=[C:9]([F:12])[C:10]=1[F:11])[C:5]([N:15]([O:16][CH3:17])[CH3:14])=[O:6]. Given the reactants [F:1][C:2]1[CH:3]=[C:4]([CH:8]=[C:9]([F:12])[C:10]=1[F:11])[C:5](O)=[O:6].Cl.[CH3:14][NH:15][O:16][CH3:17].C1C=CC2N(O)N=NC=2C=1, predict the reaction product. (2) Given the reactants Br[CH2:2][C:3]([C:5]1[CH:10]=[CH:9][C:8]([N+:11]([O-:13])=[O:12])=[CH:7][CH:6]=1)=[O:4].[NH:14]1[CH2:19][CH2:18][O:17][CH2:16][CH2:15]1.O.C(OCC)(=O)C, predict the reaction product. The product is: [N:14]1([CH2:2][C:3]([C:5]2[CH:10]=[CH:9][C:8]([N+:11]([O-:13])=[O:12])=[CH:7][CH:6]=2)=[O:4])[CH2:19][CH2:18][O:17][CH2:16][CH2:15]1. (3) Given the reactants [CH3:1][O:2][C:3]1[CH:4]=[C:5]([CH:9]=[C:10]([NH:12][C:13]2[N:18]=[C:17]([O:19][C:20]3[C:29]4[C:24](=[CH:25][CH:26]=[CH:27][CH:28]=4)[C:23]([NH:30][C:31]([NH:33][C:34]4[N:38]([C:39]5[CH:44]=[CH:43][C:42]([CH3:45])=[CH:41][CH:40]=5)[N:37]=[C:36]([Si:46]([CH3:49])([CH3:48])[CH3:47])[CH:35]=4)=[O:32])=[CH:22][CH:21]=3)[CH:16]=[CH:15][N:14]=2)[CH:11]=1)[C:6]([OH:8])=O.CN(C(ON1N=NC2C=CC=NC1=2)=[N+](C)C)C.F[P-](F)(F)(F)(F)F.[NH2:74][CH2:75][C@H:76]([OH:85])[C@@H:77]([OH:84])[C@H:78]([OH:83])[C@H:79]([OH:82])[CH2:80][OH:81].C(N(CC)C(C)C)(C)C, predict the reaction product. The product is: [CH3:1][O:2][C:3]1[CH:4]=[C:5]([CH:9]=[C:10]([NH:12][C:13]2[N:18]=[C:17]([O:19][C:20]3[C:29]4[C:24](=[CH:25][CH:26]=[CH:27][CH:28]=4)[C:23]([NH:30][C:31]([NH:33][C:34]4[N:38]([C:39]5[CH:40]=[CH:41][C:42]([CH3:45])=[CH:43][CH:44]=5)[N:37]=[C:36]([Si:46]([CH3:48])([CH3:47])[CH3:49])[CH:35]=4)=[O:32])=[CH:22][CH:21]=3)[CH:16]=[CH:15][N:14]=2)[CH:11]=1)[C:6]([NH:74][CH2:75][C@H:76]([OH:85])[C@@H:77]([OH:84])[C@H:78]([OH:83])[C@H:79]([OH:82])[CH2:80][OH:81])=[O:8].